Dataset: Full USPTO retrosynthesis dataset with 1.9M reactions from patents (1976-2016). Task: Predict the reactants needed to synthesize the given product. Given the product [CH2:22]([O:21][C:15]1([O:18][CH2:19][CH3:20])[CH2:14][CH2:13][CH:12]([CH2:10][OH:9])[CH2:17][CH2:16]1)[CH3:23], predict the reactants needed to synthesize it. The reactants are: [H-].[Al+3].[Li+].[H-].[H-].[H-].C([O:9][C:10]([CH:12]1[CH2:17][CH2:16][C:15]([O:21][CH2:22][CH3:23])([O:18][CH2:19][CH3:20])[CH2:14][CH2:13]1)=O)C.O.S([O-])([O-])(=O)=O.[Na+].[Na+].